From a dataset of Forward reaction prediction with 1.9M reactions from USPTO patents (1976-2016). Predict the product of the given reaction. (1) Given the reactants [O:1]=[C:2]1[CH2:7][CH2:6][CH2:5][CH2:4][N:3]1[C:8]1[CH:16]=[CH:15][C:11]([C:12]([OH:14])=O)=[CH:10][CH:9]=1.Cl.[CH3:18][O:19][C:20](=[O:24])[CH2:21][CH2:22][NH2:23].CN(C(ON1N=NC2C=CC=NC1=2)=[N+](C)C)C.F[P-](F)(F)(F)(F)F.C1C=CC2N(O)N=NC=2C=1.CCN(C(C)C)C(C)C, predict the reaction product. The product is: [CH3:18][O:19][C:20](=[O:24])[CH2:21][CH2:22][NH:23][C:12](=[O:14])[C:11]1[CH:10]=[CH:9][C:8]([N:3]2[CH2:4][CH2:5][CH2:6][CH2:7][C:2]2=[O:1])=[CH:16][CH:15]=1. (2) Given the reactants [CH3:1][N:2]1[C:6]([C:7]2[CH:15]=[CH:14][C:10]([C:11]([OH:13])=O)=[CH:9][CH:8]=2)=[N:5][CH:4]=[N:3]1.[C:16]([O:20][C:21]([N:23]1[CH2:28][CH2:27][CH:26]([NH:29][CH:30]2[CH2:32][CH2:31]2)[CH2:25][CH2:24]1)=[O:22])([CH3:19])([CH3:18])[CH3:17], predict the reaction product. The product is: [C:16]([O:20][C:21]([N:23]1[CH2:28][CH2:27][CH:26]([N:29]([CH:30]2[CH2:31][CH2:32]2)[C:11](=[O:13])[C:10]2[CH:9]=[CH:8][C:7]([C:6]3[N:2]([CH3:1])[N:3]=[CH:4][N:5]=3)=[CH:15][CH:14]=2)[CH2:25][CH2:24]1)=[O:22])([CH3:19])([CH3:17])[CH3:18]. (3) Given the reactants [Br-].[CH2:2]([O:4][C:5](=[O:42])/[CH:6]=[CH:7]/[CH2:8][N+:9]1[C:17]2[C:12](=[CH:13][CH:14]=[CH:15][CH:16]=2)[C:11]([CH3:19])([CH3:18])[C:10]=1/[CH:20]=[CH:21]/[CH:22]=[C:23]1/[N:24]([CH2:34]/[CH:35]=[CH:36]/[C:37]([O:39][CH2:40][CH3:41])=[O:38])[C:25]2[C:30]([C:31]/1([CH3:33])[CH3:32])=[CH:29][CH:28]=[CH:27][CH:26]=2)[CH3:3].[BH4-].[Na+], predict the reaction product. The product is: [CH2:40]([O:39][C:37](=[O:38])/[CH:36]=[CH:35]/[CH2:34][N:24]1[C:25]2[C:30](=[CH:29][CH:28]=[CH:27][CH:26]=2)[C:31]([CH3:32])([CH3:33])[CH:23]1/[CH:22]=[CH:21]/[CH:20]=[C:10]1/[N:9]([CH2:8]/[CH:7]=[CH:6]/[C:5]([O:4][CH2:2][CH3:3])=[O:42])[C:17]2[C:12]([C:11]/1([CH3:19])[CH3:18])=[CH:13][CH:14]=[CH:15][CH:16]=2)[CH3:41]. (4) Given the reactants O.O=[C:3]1[NH:8][N:7]=[C:6]([C:9]([OH:11])=O)[CH:5]=[CH:4]1.S(Cl)([Cl:14])=O.[CH2:16](N)[CH2:17][CH2:18]CC.C([N:24]([CH2:27]C)[CH2:25][CH3:26])C, predict the reaction product. The product is: [CH3:27][N:24]([CH2:25][CH2:26][CH2:16][CH2:17][CH3:18])[C:9]([C:6]1[N:7]=[N:8][C:3]([Cl:14])=[CH:4][CH:5]=1)=[O:11].